Task: Predict which catalyst facilitates the given reaction.. Dataset: Catalyst prediction with 721,799 reactions and 888 catalyst types from USPTO (1) Reactant: O[C:2]1([C:16]2[CH:21]=[CH:20][CH:19]=[C:18]([O:22][CH3:23])[CH:17]=2)[C:5](=[O:6])[C:4]([C:7]2[CH:12]=[CH:11][CH:10]=[C:9]([O:13][CH3:14])[CH:8]=2)=[C:3]1[CH3:15].C([SiH](CC)CC)C.C(O)(C(F)(F)F)=O. Product: [CH3:15][C:3]1[CH:2]([C:16]2[CH:21]=[CH:20][CH:19]=[C:18]([O:22][CH3:23])[CH:17]=2)[C:5](=[O:6])[C:4]=1[C:7]1[CH:12]=[CH:11][CH:10]=[C:9]([O:13][CH3:14])[CH:8]=1. The catalyst class is: 2. (2) Reactant: [CH2:1]([Si:3]([CH2:6][CH3:7])(Cl)[Cl:4])[CH3:2].[CH3:8][N-:9][CH3:10].[Li+]. Product: [CH3:8][N:9]([Si:3]([CH2:6][CH3:7])([CH2:1][CH3:2])[Cl:4])[CH3:10]. The catalyst class is: 7. (3) Reactant: [NH2:1][C:2]1[S:3][CH:4]=[CH:5][C:6]=1[CH2:7][C:8]([O:10]CC)=O.C[Al](C)C. Product: [S:3]1[C:2]2[NH:1][C:8](=[O:10])[CH2:7][C:6]=2[CH:5]=[CH:4]1. The catalyst class is: 7. (4) Reactant: Cl[C:2]1[N:7]=[C:6]([N:8]2[C:12]3[CH:13]=[CH:14][CH:15]=[CH:16][C:11]=3[N:10]=[C:9]2[O:17][C:18]2[CH:23]=[CH:22][CH:21]=[CH:20][C:19]=2[O:24][CH3:25])[CH:5]=[CH:4][N:3]=1.[O:26]1[CH2:31][CH2:30][N:29]([C:32]2[CH:38]=[CH:37][C:35]([NH2:36])=[CH:34][CH:33]=2)[CH2:28][CH2:27]1.C1(P(C2C=CC=CC=2)C2C3OC4C(=CC=CC=4P(C4C=CC=CC=4)C4C=CC=CC=4)C(C)(C)C=3C=CC=2)C=CC=CC=1.C(=O)([O-])[O-].[Na+].[Na+].O. Product: [CH3:25][O:24][C:19]1[CH:20]=[CH:21][CH:22]=[CH:23][C:18]=1[O:17][C:9]1[N:8]([C:6]2[CH:5]=[CH:4][N:3]=[C:2]([NH:36][C:35]3[CH:34]=[CH:33][C:32]([N:29]4[CH2:30][CH2:31][O:26][CH2:27][CH2:28]4)=[CH:38][CH:37]=3)[N:7]=2)[C:12]2[CH:13]=[CH:14][CH:15]=[CH:16][C:11]=2[N:10]=1. The catalyst class is: 110. (5) Reactant: Cl[C:2]1[N:7]=[C:6]([C:8]2[C:16]3[C:11](=[CH:12][CH:13]=[CH:14][CH:15]=3)[NH:10][CH:9]=2)[C:5]([Cl:17])=[CH:4][N:3]=1.[NH2:18][C:19]1[CH:24]=[CH:23][C:22]([N:25]2[CH2:30][CH2:29][CH:28]([NH2:31])[CH2:27][CH2:26]2)=[CH:21][C:20]=1[O:32][CH3:33].CC1C=CC(S(O)(=O)=O)=CC=1. Product: [NH2:31][CH:28]1[CH2:29][CH2:30][N:25]([C:22]2[CH:23]=[CH:24][C:19]([NH:18][C:2]3[N:7]=[C:6]([C:8]4[C:16]5[C:11](=[CH:12][CH:13]=[CH:14][CH:15]=5)[NH:10][CH:9]=4)[C:5]([Cl:17])=[CH:4][N:3]=3)=[C:20]([O:32][CH3:33])[CH:21]=2)[CH2:26][CH2:27]1. The catalyst class is: 709. (6) Reactant: Br[CH2:2][C:3]([C:5]1[C:10]([CH3:11])=[CH:9][C:8]([C:12]2[CH:17]=[CH:16][CH:15]=[CH:14][CH:13]=2)=[CH:7][C:6]=1[CH3:18])=O.[NH2:19][C:20]([NH2:22])=[S:21]. Product: [CH3:18][C:6]1[CH:7]=[C:8]([C:12]2[CH:17]=[CH:16][CH:15]=[CH:14][CH:13]=2)[CH:9]=[C:10]([CH3:11])[C:5]=1[C:3]1[N:19]=[C:20]([NH2:22])[S:21][CH:2]=1. The catalyst class is: 14.